From a dataset of Full USPTO retrosynthesis dataset with 1.9M reactions from patents (1976-2016). Predict the reactants needed to synthesize the given product. (1) Given the product [CH2:1]([O:4][CH:5]([C:10]1[N:11]([CH3:18])[N:12]=[CH:13][C:14]=1[N+:15]([O-:17])=[O:16])[CH2:6][C:7](=[O:9])[CH:19]=[CH2:20])[CH:2]=[CH2:3], predict the reactants needed to synthesize it. The reactants are: [CH2:1]([O:4][CH:5]([C:10]1[N:11]([CH3:18])[N:12]=[CH:13][C:14]=1[N+:15]([O-:17])=[O:16])[CH2:6][C:7]([OH:9])=O)[CH:2]=[CH2:3].[C:19](Cl)(=O)[C:20](Cl)=O.CN(C=O)C.C([Sn](CCCC)(CCCC)CCCC)=C. (2) Given the product [C:25]([O:24][C:22]([NH:21][CH:17]1[CH2:18][CH2:19][CH2:20][N:15]([C:11]2[CH:12]=[CH:13][CH:14]=[C:9]([OH:8])[CH:10]=2)[CH2:16]1)=[O:23])([CH3:28])([CH3:26])[CH3:27], predict the reactants needed to synthesize it. The reactants are: C([O:8][C:9]1[CH:10]=[C:11]([N:15]2[CH2:20][CH2:19][CH2:18][CH:17]([NH:21][C:22]([O:24][C:25]([CH3:28])([CH3:27])[CH3:26])=[O:23])[CH2:16]2)[CH:12]=[CH:13][CH:14]=1)C1C=CC=CC=1.[H][H]. (3) Given the product [F:1][C:2]1[CH:17]=[C:16]([CH2:18][O:19][C:23]2[CH:24]=[C:25]3[N:32]([CH3:33])[CH2:31][CH2:30][N:26]3[C:27](=[O:29])[N:28]=2)[CH:15]=[CH:14][C:3]=1[O:4][C:5]1[CH:12]=[CH:11][C:8]([C:9]#[N:10])=[C:7]([CH3:13])[CH:6]=1, predict the reactants needed to synthesize it. The reactants are: [F:1][C:2]1[CH:17]=[C:16]([CH2:18][OH:19])[CH:15]=[CH:14][C:3]=1[O:4][C:5]1[CH:12]=[CH:11][C:8]([C:9]#[N:10])=[C:7]([CH3:13])[CH:6]=1.[H-].[Na+].Cl[C:23]1[CH:24]=[C:25]2[N:32]([CH3:33])[CH2:31][CH2:30][N:26]2[C:27](=[O:29])[N:28]=1. (4) Given the product [CH:1]1[C:6]2=[C:7]3[C:15](=[CH:16][CH:17]=[C:5]2[CH:4]=[CH:3][CH:2]=1)[C:14]1[C:9](=[CH:10][CH:11]=[CH:12][CH:13]=1)[N:8]3[C:30]1[CH:31]=[CH:32][C:27]([C:25](=[O:26])[CH3:24])=[CH:28][CH:29]=1, predict the reactants needed to synthesize it. The reactants are: [CH:1]1[C:6]2=[C:7]3[C:15](=[CH:16][CH:17]=[C:5]2[CH:4]=[CH:3][CH:2]=1)[C:14]1[C:9](=[CH:10][CH:11]=[CH:12][CH:13]=1)[NH:8]3.C([O-])([O-])=O.[K+].[K+].[CH3:24][C:25]([C:27]1[CH:32]=[CH:31][C:30](F)=[CH:29][CH:28]=1)=[O:26].O. (5) The reactants are: C(Cl)(=O)C(Cl)=O.CS(C)=O.[C:11]([O:15][C:16]([N:18]1[CH2:23][CH2:22][N:21]([CH2:24][CH:25]([OH:42])[CH2:26][N:27]2[C:39]3[CH:38]=[CH:37][C:36]([Br:40])=[CH:35][C:34]=3[C:33]3[C:28]2=[CH:29][CH:30]=[C:31]([Br:41])[CH:32]=3)[CH2:20][CH2:19]1)=[O:17])([CH3:14])([CH3:13])[CH3:12].CCOCC.CO. Given the product [C:11]([O:15][C:16]([N:18]1[CH2:19][CH2:20][N:21]([CH2:24][C:25](=[O:42])[CH2:26][N:27]2[C:39]3[CH:38]=[CH:37][C:36]([Br:40])=[CH:35][C:34]=3[C:33]3[C:28]2=[CH:29][CH:30]=[C:31]([Br:41])[CH:32]=3)[CH2:22][CH2:23]1)=[O:17])([CH3:14])([CH3:12])[CH3:13], predict the reactants needed to synthesize it. (6) The reactants are: [CH3:1][C@:2]1([CH2:24][NH:25][C:26]2[CH:27]=[C:28]([CH:31]=[CH:32][C:33]=2[N+:34]([O-])=O)[C:29]#[N:30])[CH2:23][CH2:22][CH2:21][C:4]2([O:8][C@H:7]([C:9]3[CH:14]=[CH:13][CH:12]=[CH:11][CH:10]=3)[C@@H:6]([C:15]3[CH:20]=[CH:19][CH:18]=[CH:17][CH:16]=3)[O:5]2)[CH2:3]1.CO.[CH:39](OC)(OC)OC.C(O)=O. Given the product [CH3:1][C@:2]1([CH2:24][N:25]2[C:26]3[CH:27]=[C:28]([C:29]#[N:30])[CH:31]=[CH:32][C:33]=3[N:34]=[CH:39]2)[CH2:23][CH2:22][CH2:21][C:4]2([O:8][C@H:7]([C:9]3[CH:14]=[CH:13][CH:12]=[CH:11][CH:10]=3)[C@@H:6]([C:15]3[CH:20]=[CH:19][CH:18]=[CH:17][CH:16]=3)[O:5]2)[CH2:3]1, predict the reactants needed to synthesize it. (7) Given the product [F:1][C:2]1([F:30])[CH2:6][CH2:5][C@@H:4]([C@@:7]([OH:29])([C:23]2[CH:28]=[CH:27][CH:26]=[CH:25][CH:24]=2)[C:8]([O:10][CH2:11][CH2:12][CH2:13][NH:14][CH3:15])=[O:9])[CH2:3]1, predict the reactants needed to synthesize it. The reactants are: [F:1][C:2]1([F:30])[CH2:6][CH2:5][C@@H:4]([C@@:7]([OH:29])([C:23]2[CH:28]=[CH:27][CH:26]=[CH:25][CH:24]=2)[C:8]([O:10][CH2:11][CH2:12][CH2:13][N:14](CC2C=CC=CC=2)[CH3:15])=[O:9])[CH2:3]1. (8) The reactants are: [C:1]([O:5][C:6](=[O:25])[NH:7][C:8]1[CH:13]=[C:12]([N:14]([CH2:16][CH:17]2[CH2:19][CH2:18]2)[CH3:15])[C:11]([C:20]([F:23])([F:22])[F:21])=[CH:10][C:9]=1[NH2:24])([CH3:4])([CH3:3])[CH3:2].C([O:30][C:31](=O)[CH2:32][C:33](=[O:53])[C:34]1[CH:39]=[CH:38][CH:37]=[C:36]([N:40]2[C:44]([CH2:45][O:46][CH:47]3[CH2:52][CH2:51][CH2:50][CH2:49][O:48]3)=[CH:43][N:42]=[N:41]2)[CH:35]=1)(C)(C)C. Given the product [C:1]([O:5][C:6](=[O:25])[NH:7][C:8]1[CH:13]=[C:12]([N:14]([CH2:16][CH:17]2[CH2:19][CH2:18]2)[CH3:15])[C:11]([C:20]([F:23])([F:22])[F:21])=[CH:10][C:9]=1[NH:24][C:31](=[O:30])[CH2:32][C:33](=[O:53])[C:34]1[CH:39]=[CH:38][CH:37]=[C:36]([N:40]2[C:44]([CH2:45][O:46][CH:47]3[CH2:52][CH2:51][CH2:50][CH2:49][O:48]3)=[CH:43][N:42]=[N:41]2)[CH:35]=1)([CH3:4])([CH3:2])[CH3:3], predict the reactants needed to synthesize it. (9) Given the product [F:17][C:9]1[CH:10]=[C:11]([N+:14]([O-:16])=[O:15])[CH:12]=[CH:13][C:8]=1[N:4]1[CH:5]=[N:6][C:2]([CH3:1])=[N:3]1, predict the reactants needed to synthesize it. The reactants are: [CH3:1][C:2]1[N:6]=[CH:5][NH:4][N:3]=1.F[C:8]1[CH:13]=[CH:12][C:11]([N+:14]([O-:16])=[O:15])=[CH:10][C:9]=1[F:17].C(=O)(O)[O-].[Na+].O. (10) The reactants are: [CH2:1]([NH2:4])[CH2:2][NH2:3].C(N(CC)CC)C.[C:12](O[C:12]([O:14][C:15]([CH3:18])([CH3:17])[CH3:16])=[O:13])([O:14][C:15]([CH3:18])([CH3:17])[CH3:16])=[O:13]. Given the product [C:12]([NH:3][CH2:2][CH2:1][NH2:4])([O:14][C:15]([CH3:18])([CH3:17])[CH3:16])=[O:13], predict the reactants needed to synthesize it.